The task is: Predict the product of the given reaction.. This data is from Forward reaction prediction with 1.9M reactions from USPTO patents (1976-2016). (1) Given the reactants [CH2:1]([OH:8])[C@@H:2]([C@@H:4]([CH2:6][OH:7])[OH:5])[OH:3].[CH2:9]([OH:31])[C@H:10]1[O:15][C@@H:14]([O:16][C@@H:17]([C@H:22]([OH:27])[C@@H:23]([OH:26])[CH2:24][OH:25])[C@H:18]([OH:21])[CH2:19][OH:20])[C@H:13]([OH:28])[C@@H:12]([OH:29])[C@H:11]1[OH:30].O, predict the reaction product. The product is: [CH2:1]([OH:8])[C@@H:2]([C@@H:4]([CH2:6][OH:7])[OH:5])[OH:3].[CH2:9]([OH:31])[C@H:10]1[O:15][C@@H:14]([O:16][C@H:17]2[C@H:22]([OH:27])[C@@:23]([OH:26])([CH2:24][OH:25])[O:21][C@@H:18]2[CH2:19][OH:20])[C@H:13]([OH:28])[C@@H:12]([OH:29])[C@H:11]1[OH:30]. (2) Given the reactants [C:1]([NH:4][CH:5](C(OCC)=O)[C:6]([O:8]CC)=[O:7])(=[O:3])[CH3:2].CC(C)([O-])C.[Na+].[F:22][C:23]1[CH:28]=[CH:27][C:26]([C:29](Cl)(Cl)[C:30]2[CH:35]=[CH:34][C:33]([F:36])=[CH:32][CH:31]=2)=[CH:25][CH:24]=1.[I-].[K+].[OH-].[Na+], predict the reaction product. The product is: [C:1]([NH:4][CH:5]([CH:29]([C:30]1[CH:35]=[CH:34][C:33]([F:36])=[CH:32][CH:31]=1)[C:26]1[CH:27]=[CH:28][C:23]([F:22])=[CH:24][CH:25]=1)[C:6]([OH:8])=[O:7])(=[O:3])[CH3:2].